Dataset: Catalyst prediction with 721,799 reactions and 888 catalyst types from USPTO. Task: Predict which catalyst facilitates the given reaction. Reactant: [F:1][C:2]1[CH:7]=[C:6]([O:8][CH2:9][CH2:10][C@@H:11]2[CH2:13][C@@H:12]2[CH:14]2[CH2:19][CH2:18][NH:17][CH2:16][CH2:15]2)[C:5]([F:20])=[CH:4][C:3]=1[CH2:21][C:22]([N:24]([CH3:26])[CH3:25])=[O:23].C(N(CC)CC)C.Cl[C:35]1[N:40]=[CH:39][C:38]([CH2:41][O:42][CH3:43])=[CH:37][N:36]=1. Product: [F:1][C:2]1[CH:7]=[C:6]([O:8][CH2:9][CH2:10][C@@H:11]2[CH2:13][C@@H:12]2[CH:14]2[CH2:15][CH2:16][N:17]([C:35]3[N:40]=[CH:39][C:38]([CH2:41][O:42][CH3:43])=[CH:37][N:36]=3)[CH2:18][CH2:19]2)[C:5]([F:20])=[CH:4][C:3]=1[CH2:21][C:22]([N:24]([CH3:26])[CH3:25])=[O:23]. The catalyst class is: 3.